Binary Classification. Given a drug SMILES string, predict its activity (active/inactive) in a high-throughput screening assay against a specified biological target. From a dataset of HIV replication inhibition screening data with 41,000+ compounds from the AIDS Antiviral Screen. (1) The compound is CCCCCCCCCCCCC(F)C(=O)OCC1OC(n2cc(C)c(=O)[nH]c2=O)CC1N=[N+]=[N-]. The result is 1 (active). (2) The result is 0 (inactive). The molecule is CN(C)CCOC1(CC2CCCCC2)CCC(C(C)(C)C)CC1.O=C(O)C=CC(=O)O. (3) The molecule is CC(C)CCCC(C)C1CCC2C3CCC4CC(CCC=C(c5cc(Cl)c(OC(=O)c6ccccc6)c(C(=O)O)c5)c5cc(Cl)c(OC(=O)c6ccccc6)c(C(=O)O)c5)CCC4(C)C3CCC12C. The result is 0 (inactive). (4) The molecule is O=C1c2ccncc2C(=O)c2c1[nH]c1ccccc21. The result is 0 (inactive). (5) The compound is CCCOS(=NS(=O)(=O)c1ccccc1)c1ccccc1[N+](=O)[O-]. The result is 0 (inactive). (6) The compound is CN1Cc2ccccc2C=Cc2ccccc21. The result is 0 (inactive). (7) The compound is O=C(O)c1ccccc1C=C1Cc2ccc3c(c2C1=O)CCC3. The result is 0 (inactive). (8) The drug is CCC(C#N)NCc1ccc(CNC(C#N)CC)cc1. The result is 0 (inactive).